Dataset: Catalyst prediction with 721,799 reactions and 888 catalyst types from USPTO. Task: Predict which catalyst facilitates the given reaction. (1) Reactant: Cl.[C:2]([C:6]1[O:10][N:9]=[C:8]([NH:11][C:12]([C@@H:14]2[CH2:19][CH2:18][CH2:17][CH2:16][NH:15]2)=[O:13])[CH:7]=1)([CH3:5])([CH3:4])[CH3:3].[O:20]=[S:21]1(=[O:30])[CH2:26][CH2:25][N:24]([C:27](Cl)=[O:28])[CH2:23][CH2:22]1.C(N(CC)C(C)C)(C)C. Product: [C:2]([C:6]1[O:10][N:9]=[C:8]([NH:11][C:12]([C@@H:14]2[CH2:19][CH2:18][CH2:17][CH2:16][N:15]2[C:27]([N:24]2[CH2:25][CH2:26][S:21](=[O:30])(=[O:20])[CH2:22][CH2:23]2)=[O:28])=[O:13])[CH:7]=1)([CH3:5])([CH3:3])[CH3:4]. The catalyst class is: 1. (2) Reactant: [Br:1][C:2]1[S:3][C:4]([CH:8]=[O:9])=[C:5]([CH3:7])[N:6]=1.C[Mg+].[Br-].[CH3:13]COCC. Product: [Br:1][C:2]1[S:3][C:4]([CH:8]([OH:9])[CH3:13])=[C:5]([CH3:7])[N:6]=1. The catalyst class is: 1.